This data is from Catalyst prediction with 721,799 reactions and 888 catalyst types from USPTO. The task is: Predict which catalyst facilitates the given reaction. (1) The catalyst class is: 17. Product: [CH3:12][O:11][C:9]1[CH:8]=[CH:7][C:3]2[C:4](=[O:6])[N:14]=[C:13]([C:15]3[N:20]=[C:19]([CH2:21][CH2:22][C:23]([O:25][C:26]([CH3:29])([CH3:28])[CH3:27])=[O:24])[CH:18]=[CH:17][CH:16]=3)[S:1][C:2]=2[CH:10]=1. Reactant: [SH:1][C:2]1[CH:10]=[C:9]([O:11][CH3:12])[CH:8]=[CH:7][C:3]=1[C:4]([OH:6])=O.[C:13]([C:15]1[N:20]=[C:19]([CH2:21][CH2:22][C:23]([O:25][C:26]([CH3:29])([CH3:28])[CH3:27])=[O:24])[CH:18]=[CH:17][CH:16]=1)#[N:14]. (2) Reactant: C([NH:8][CH:9]1[C:17]2[C:12](=[C:13]([C:18]([F:21])([F:20])[F:19])[CH:14]=[CH:15][CH:16]=2)[CH2:11][CH2:10]1)C1C=CC=CC=1. Product: [F:19][C:18]([F:20])([F:21])[C:13]1[CH:14]=[CH:15][CH:16]=[C:17]2[C:12]=1[CH2:11][CH2:10][CH:9]2[NH2:8]. The catalyst class is: 123. (3) Reactant: [OH:1][CH2:2][C:3]1[N:4]=[C:5]([CH:9]2[CH2:14][CH2:13][N:12]([C:15]([OH:17])=[O:16])[CH2:11][CH2:10]2)[S:6][C:7]=1[CH3:8].[CH3:18][S:19]([C:22]1[CH:27]=[CH:26][C:25](O)=[CH:24][CH:23]=1)(=[O:21])=[O:20].C1C=CC(P([C:42]2[CH:47]=[CH:46]C=CC=2)C2C=CC=CC=2)=CC=1.[CH3:48]COC(/N=N/C(OCC)=O)=O. Product: [C:47]([O:16][C:15]([N:12]1[CH2:13][CH2:14][CH:9]([C:5]2[S:6][C:7]([CH3:8])=[C:3]([CH2:2][O:1][C:25]3[CH:26]=[CH:27][C:22]([S:19]([CH3:18])(=[O:21])=[O:20])=[CH:23][CH:24]=3)[N:4]=2)[CH2:10][CH2:11]1)=[O:17])([CH3:46])([CH3:42])[CH3:48]. The catalyst class is: 1. (4) Reactant: Cl[CH2:2][C:3]([N:5]1[C:11]2[CH:12]=[CH:13][C:14]([Cl:16])=[CH:15][C:10]=2[CH2:9][CH2:8][C:7]2[CH:17]=[C:18]([Cl:21])[CH:19]=[CH:20][C:6]1=2)=[O:4].[C-:22]#[N:23].[Na+]. Product: [Cl:16][C:14]1[CH:13]=[CH:12][C:11]2[N:5]([C:3](=[O:4])[CH2:2][C:22]#[N:23])[C:6]3[CH:20]=[CH:19][C:18]([Cl:21])=[CH:17][C:7]=3[CH2:8][CH2:9][C:10]=2[CH:15]=1. The catalyst class is: 85. (5) Reactant: [CH2:1]([O:5][C:6]1[C:7]([CH2:13]OS(C)(=O)=O)=[N:8][C:9]([CH3:12])=[CH:10][CH:11]=1)[CH:2]([CH3:4])[CH3:3].[CH3:19][O:20][C:21]([C:23]1[CH:24]=[C:25]2[C:29](=[CH:30][CH:31]=1)[NH:28][N:27]=[CH:26]2)=[O:22].C(=O)([O-])[O-].[Cs+].[Cs+]. Product: [CH3:19][O:20][C:21]([C:23]1[CH:24]=[C:25]2[C:29](=[CH:30][CH:31]=1)[N:28]([CH2:13][C:7]1[C:6]([O:5][CH2:1][CH:2]([CH3:3])[CH3:4])=[CH:11][CH:10]=[C:9]([CH3:12])[N:8]=1)[N:27]=[CH:26]2)=[O:22]. The catalyst class is: 3. (6) Reactant: C[O:2][C:3]([CH:5]1[CH2:9][CH:8]([NH:10][CH2:11][C:12]2[CH:17]=[C:16]([C:18]([F:21])([F:20])[F:19])[CH:15]=[C:14]([C:22]([F:25])([F:24])[F:23])[CH:13]=2)[CH2:7][N:6]1[CH2:26][C:27]1[CH:32]=[CH:31][CH:30]=[CH:29][CH:28]=1)=[O:4].[Li+].[OH-]. Product: [CH2:26]([N:6]1[CH2:7][CH:8]([NH:10][CH2:11][C:12]2[CH:17]=[C:16]([C:18]([F:19])([F:20])[F:21])[CH:15]=[C:14]([C:22]([F:25])([F:23])[F:24])[CH:13]=2)[CH2:9][CH:5]1[C:3]([OH:4])=[O:2])[C:27]1[CH:28]=[CH:29][CH:30]=[CH:31][CH:32]=1. The catalyst class is: 20. (7) Reactant: [C:1]1([CH2:7][C@@H:8]([NH:43][C:44](=[O:53])[CH2:45][CH2:46][C:47]2[CH:52]=[CH:51][CH:50]=[CH:49][CH:48]=2)[C:9]([NH:11][CH:12]([CH2:16][CH2:17][CH2:18][C:19]2[N:20]=[CH:21][N:22]([C:24]([C:37]3[CH:42]=[CH:41][CH:40]=[CH:39][CH:38]=3)([C:31]3[CH:36]=[CH:35][CH:34]=[CH:33][CH:32]=3)[C:25]3[CH:30]=[CH:29][CH:28]=[CH:27][CH:26]=3)[CH:23]=2)[C:13](O)=[O:14])=[O:10])[CH:6]=[CH:5][CH:4]=[CH:3][CH:2]=1.[NH2:54][C@@H:55]([CH2:60][C:61]1[CH:70]=[CH:69][C:68]2[C:63](=[CH:64][CH:65]=[CH:66][CH:67]=2)[CH:62]=1)[C:56]([NH:58][CH3:59])=[O:57].C1CN([P+](ON2N=NC3C=CC=CC2=3)(N2CCCC2)N2CCCC2)CC1.F[P-](F)(F)(F)(F)F.C(N(CC)CC)C. Product: [CH3:59][NH:58][C:56]([C@@H:55]([NH:54][C:13](=[O:14])[C@@H:12]([NH:11][C:9](=[O:10])[C@H:8]([NH:43][C:44](=[O:53])[CH2:45][CH2:46][C:47]1[CH:52]=[CH:51][CH:50]=[CH:49][CH:48]=1)[CH2:7][C:1]1[CH:2]=[CH:3][CH:4]=[CH:5][CH:6]=1)[CH2:16][CH2:17][CH2:18][C:19]1[N:20]=[CH:21][N:22]([C:24]([C:37]2[CH:38]=[CH:39][CH:40]=[CH:41][CH:42]=2)([C:25]2[CH:30]=[CH:29][CH:28]=[CH:27][CH:26]=2)[C:31]2[CH:32]=[CH:33][CH:34]=[CH:35][CH:36]=2)[CH:23]=1)[CH2:60][C:61]1[CH:70]=[CH:69][C:68]2[C:63](=[CH:64][CH:65]=[CH:66][CH:67]=2)[CH:62]=1)=[O:57]. The catalyst class is: 3.